This data is from Full USPTO retrosynthesis dataset with 1.9M reactions from patents (1976-2016). The task is: Predict the reactants needed to synthesize the given product. (1) Given the product [CH3:34][C@H:27]([CH2:28][CH2:29][CH:30]=[C:31]([CH3:33])[CH3:32])[CH2:26][CH2:25][N:8]1[C:9]2[CH:10]=[CH:11][CH:12]=[C:13]3[C:2]([CH3:17])([CH3:1])[CH2:3][CH2:4][N:5]([C:14]=23)[C:6](=[O:16])[C:7]1=[O:15], predict the reactants needed to synthesize it. The reactants are: [CH3:1][C:2]1([CH3:17])[C:13]2[C:14]3[N:5]([C:6](=[O:16])[C:7](=[O:15])[NH:8][C:9]=3[CH:10]=[CH:11][CH:12]=2)[CH2:4][CH2:3]1.C(=O)([O-])[O-].[Cs+].[Cs+].Br[CH2:25][CH2:26][C@H:27]([CH3:34])[CH2:28][CH2:29][CH:30]=[C:31]([CH3:33])[CH3:32].O. (2) Given the product [Cl:10][C:9]1[C:5]([NH2:4])=[CH:6][S:7][C:8]=1[C:11]1[CH:16]=[CH:15][CH:14]=[C:13]([NH:17][CH:18]2[CH2:23][CH2:22][CH2:21][CH2:20][CH2:19]2)[CH:12]=1, predict the reactants needed to synthesize it. The reactants are: C([NH:4][C:5]1[C:9]([Cl:10])=[C:8]([C:11]2[CH:16]=[CH:15][CH:14]=[C:13]([NH:17][CH:18]3[CH2:23][CH2:22][CH2:21][CH2:20][CH2:19]3)[CH:12]=2)[S:7][C:6]=1C(OC)=O)(=O)C.[OH-].[Na+].Cl.N. (3) Given the product [NH:1]1[C:4]2[C:5](=[CH:10][CH:11]=[CH:12][CH:13]=2)[CH2:6][C@@H:7]([OH:20])[CH2:8]1, predict the reactants needed to synthesize it. The reactants are: [N+:1]([C:4]1[CH:13]=[CH:12][CH:11]=[CH:10][C:5]=1[CH2:6][CH2:7][CH:8]=O)([O-])=O.CCCN1[C@@H]2CCC3C=CC(O)=CC=3[C@H]2[O:20]CC1.C(OCC)C. (4) Given the product [Cl:14][C:15]1[C:16]([CH:24]=[O:25])=[N:17][CH:18]=[CH:19][CH:20]=1, predict the reactants needed to synthesize it. The reactants are: CN(CCN(C)C)C.C([Li])CCC.[Cl:14][C:15]1[CH:16]=[N:17][CH:18]=[CH:19][CH:20]=1.CN([CH:24]=[O:25])C. (5) Given the product [OH:26][C@@H:25]([CH2:27][N:28]1[CH2:33][CH2:32][CH2:31][CH2:30][CH2:29]1)[CH2:24][O:23][C:17]1[CH:16]=[C:15]2[C:20]([C:11]([O:10][C:6]3[CH:5]=[C:4]4[C:9](=[CH:8][CH:7]=3)[NH:1][CH:2]=[CH:3]4)=[N:12][CH:13]=[N:14]2)=[CH:19][C:18]=1[O:21][CH3:22], predict the reactants needed to synthesize it. The reactants are: [NH:1]1[C:9]2[C:4](=[CH:5][C:6]([O:10][C:11]3[C:20]4[C:15](=[CH:16][C:17]([O:23][CH2:24][C@@H:25]5[CH2:27][O:26]5)=[C:18]([O:21][CH3:22])[CH:19]=4)[N:14]=[CH:13][N:12]=3)=[CH:7][CH:8]=2)[CH:3]=[CH:2]1.[NH:28]1[CH2:33][CH2:32][CH2:31][CH2:30][CH2:29]1. (6) Given the product [F:9][C:5]1[CH:4]=[C:3]([CH:8]=[CH:7][CH:6]=1)[CH2:2][P:13](=[O:17])([O:14][CH2:15][CH3:16])[O:12][CH2:10][CH3:11], predict the reactants needed to synthesize it. The reactants are: Br[CH2:2][C:3]1[CH:8]=[CH:7][CH:6]=[C:5]([F:9])[CH:4]=1.[CH2:10]([O:12][P:13]([O:17]CC)[O:14][CH2:15][CH3:16])[CH3:11]. (7) The reactants are: C([O:4][C:5]1[CH:22]=[CH:21][C:20]2[C@@H:19]3[C@H:10]([C@H:11]4[C@@:15]([CH2:17][CH2:18]3)([CH3:16])[C@@H:14]([O:23]C(=O)C)[C@@H:13]([OH:27])[C@H:12]4[OH:28])[CH2:9][CH2:8][C:7]=2[CH:6]=1)(=O)C.C(OC1C=CC2[C@@H]3[C@H]([C@H]4[C@@](CC3)(C)[C@H](OC(=O)C)[C@H](O)[C@@H]4O)CCC=2C=1)(=O)C. Given the product [CH3:16][C@@:15]12[C@@H:14]([OH:23])[C@H:13]([OH:27])[C@H:12]([OH:28])[C@H:11]1[C@@H:10]1[CH2:9][CH2:8][C:7]3[CH:6]=[C:5]([OH:4])[CH:22]=[CH:21][C:20]=3[C@H:19]1[CH2:18][CH2:17]2, predict the reactants needed to synthesize it. (8) Given the product [Cl:69][C:63]1[CH:64]=[C:65]([F:68])[CH:66]=[CH:67][C:62]=1[CH2:61][N:42]1[C@H:43]([CH3:46])[CH2:44][CH2:45][C@@H:40]([O:39][C:26]2[C:25]([CH:22]3[CH2:24][CH2:23]3)=[CH:37][C:29]([C:30]([O:32][C:33]([CH3:36])([CH3:35])[CH3:34])=[O:31])=[C:28]([F:38])[CH:27]=2)[CH2:41]1, predict the reactants needed to synthesize it. The reactants are: C1(C2C(O[C@@H]3CCCNC3)=CC(F)=C(C=2)C(OC)=O)CC1.[CH:22]1([C:25]2[C:26]([O:39][C@@H:40]3[CH2:45][CH2:44][C@@H:43]([CH3:46])[NH:42][CH2:41]3)=[CH:27][C:28]([F:38])=[C:29]([CH:37]=2)[C:30]([O:32][C:33]([CH3:36])([CH3:35])[CH3:34])=[O:31])[CH2:24][CH2:23]1.BrCC1C=CC(F)=CC=1C(F)(F)F.Br[CH2:61][C:62]1[CH:67]=[CH:66][C:65]([F:68])=[CH:64][C:63]=1[Cl:69]. (9) Given the product [Si:28]([O:27][CH2:26][CH2:25][CH:21]1[O:22][CH2:23][CH2:24][N:19]([C:16]2[CH:17]=[CH:18][C:13]([NH:12][C:7]([C:3]3[C:2]([C:10]([NH:55][C:54]4[CH:56]=[CH:57][C:51]([Cl:50])=[CH:52][CH:53]=4)=[O:11])=[N:1][CH:6]=[CH:5][N:4]=3)=[O:9])=[CH:14][CH:15]=2)[C:20]1=[O:35])([C:31]([CH3:32])([CH3:34])[CH3:33])([CH3:29])[CH3:30], predict the reactants needed to synthesize it. The reactants are: [N:1]1[CH:6]=[CH:5][N:4]=[C:3]2[C:7]([O:9][C:10](=[O:11])[C:2]=12)=O.[NH2:12][C:13]1[CH:18]=[CH:17][C:16]([N:19]2[CH2:24][CH2:23][O:22][CH:21]([CH2:25][CH2:26][O:27][Si:28]([C:31]([CH3:34])([CH3:33])[CH3:32])([CH3:30])[CH3:29])[C:20]2=[O:35])=[CH:15][CH:14]=1.C(N(CC)CC)C.CC(C)(C)C(Cl)=O.[Cl:50][C:51]1[CH:57]=[CH:56][C:54]([NH2:55])=[CH:53][CH:52]=1.C(=O)(O)[O-].[Na+]. (10) Given the product [Cl:1][C:2]1[N:10]=[CH:9][C:8]2[NH:7][C:6]3[N:21]=[CH:22][C:23]([F:26])=[C:24]([I:25])[C:5]=3[C:4]=2[CH:3]=1, predict the reactants needed to synthesize it. The reactants are: [Cl:1][C:2]1[N:10]=[CH:9][C:8]2[N:7](S(C3C=CC(C)=CC=3)(=O)=O)[C:6]3[N:21]=[CH:22][C:23]([F:26])=[C:24]([I:25])[C:5]=3[C:4]=2[CH:3]=1.O.[OH-].[Li+].O.Cl.